From a dataset of Reaction yield outcomes from USPTO patents with 853,638 reactions. Predict the reaction yield, written as a fraction of the theoretical maximum amount of product (1.0 means a 100% yield; for example, 0.34 means a 34% yield). (1) The reactants are [C:1]1([NH:7][S:8]([C:11]2[CH:16]=[CH:15][C:14]([CH:17]=[CH:18][C:19]([OH:21])=O)=[CH:13][CH:12]=2)(=[O:10])=[O:9])[CH:6]=[CH:5][CH:4]=[CH:3][CH:2]=1.[Cl:22]CCl. The catalyst is CN(C)C=O. The product is [C:1]1([NH:7][S:8]([C:11]2[CH:16]=[CH:15][C:14]([CH:17]=[CH:18][C:19]([Cl:22])=[O:21])=[CH:13][CH:12]=2)(=[O:10])=[O:9])[CH:6]=[CH:5][CH:4]=[CH:3][CH:2]=1. The yield is 0.920. (2) The reactants are [CH2:1]([O:5][C:6]1[CH:7]=[C:8]([CH2:12][C:13](O)=O)[CH:9]=[CH:10][CH:11]=1)[CH2:2][CH2:3][CH3:4].[C:16]1([NH:22][C:23](=[S:26])[NH:24][NH2:25])[CH:21]=[CH:20][CH:19]=[CH:18][CH:17]=1. No catalyst specified. The product is [CH2:1]([O:5][C:6]1[CH:7]=[C:8]([CH:9]=[CH:10][CH:11]=1)[CH2:12][C:13]1[N:22]([C:16]2[CH:17]=[CH:18][CH:19]=[CH:20][CH:21]=2)[C:23](=[S:26])[NH:24][N:25]=1)[CH2:2][CH2:3][CH3:4]. The yield is 0.530. (3) The reactants are [O-]S(S([O-])=O)=O.[Na+].[Na+].[CH2:9]([O:16][C:17]1[CH:22]=[CH:21][C:20]([N+:23]([O-])=O)=[C:19]([F:26])[CH:18]=1)[C:10]1[CH:15]=[CH:14][CH:13]=[CH:12][CH:11]=1.C1COCC1.CCO. The catalyst is O. The product is [CH2:9]([O:16][C:17]1[CH:22]=[CH:21][C:20]([NH2:23])=[C:19]([F:26])[CH:18]=1)[C:10]1[CH:11]=[CH:12][CH:13]=[CH:14][CH:15]=1. The yield is 0.420. (4) The reactants are [CH2:1]([O:8][C:9]1[CH:10]=[C:11]([F:16])[C:12](Cl)=[N:13][CH:14]=1)[C:2]1[CH:7]=[CH:6][CH:5]=[CH:4][CH:3]=1.[CH3:17]B1OB(C)OB(C)O1.C([O-])([O-])=O.[K+].[K+]. The catalyst is O1CCOCC1.O.C1C=CC(P(C2C=CC=CC=2)[C-]2C=CC=C2)=CC=1.C1C=CC(P(C2C=CC=CC=2)[C-]2C=CC=C2)=CC=1.Cl[Pd]Cl.[Fe+2]. The product is [CH2:1]([O:8][C:9]1[CH:10]=[C:11]([F:16])[C:12]([CH3:17])=[N:13][CH:14]=1)[C:2]1[CH:7]=[CH:6][CH:5]=[CH:4][CH:3]=1. The yield is 0.480. (5) The reactants are [OH-].[Na+].[NH2:3][C:4]1[CH:9]=[CH:8][C:7]([SH:10])=[CH:6][CH:5]=1.[Cl:11][C:12]1[N:17]=[C:16](Cl)[C:15]([CH3:19])=[CH:14][N:13]=1. The catalyst is O.CO. The product is [Cl:11][C:12]1[N:17]=[C:16]([S:10][C:7]2[CH:8]=[CH:9][C:4]([NH2:3])=[CH:5][CH:6]=2)[C:15]([CH3:19])=[CH:14][N:13]=1. The yield is 0.920.